From a dataset of NCI-60 drug combinations with 297,098 pairs across 59 cell lines. Regression. Given two drug SMILES strings and cell line genomic features, predict the synergy score measuring deviation from expected non-interaction effect. (1) Drug 1: CC1=CC2C(CCC3(C2CCC3(C(=O)C)OC(=O)C)C)C4(C1=CC(=O)CC4)C. Drug 2: CCC(=C(C1=CC=CC=C1)C2=CC=C(C=C2)OCCN(C)C)C3=CC=CC=C3.C(C(=O)O)C(CC(=O)O)(C(=O)O)O. Cell line: M14. Synergy scores: CSS=-4.06, Synergy_ZIP=2.13, Synergy_Bliss=-1.76, Synergy_Loewe=-4.34, Synergy_HSA=-4.66. (2) Synergy scores: CSS=16.3, Synergy_ZIP=-1.39, Synergy_Bliss=2.57, Synergy_Loewe=3.94, Synergy_HSA=3.77. Drug 1: CNC(=O)C1=CC=CC=C1SC2=CC3=C(C=C2)C(=NN3)C=CC4=CC=CC=N4. Cell line: LOX IMVI. Drug 2: C1=NC(=NC(=O)N1C2C(C(C(O2)CO)O)O)N. (3) Drug 2: CC1CCC2CC(C(=CC=CC=CC(CC(C(=O)C(C(C(=CC(C(=O)CC(OC(=O)C3CCCCN3C(=O)C(=O)C1(O2)O)C(C)CC4CCC(C(C4)OC)OCCO)C)C)O)OC)C)C)C)OC. Drug 1: CC12CCC3C(C1CCC2=O)CC(=C)C4=CC(=O)C=CC34C. Cell line: RPMI-8226. Synergy scores: CSS=57.4, Synergy_ZIP=3.77, Synergy_Bliss=5.33, Synergy_Loewe=-2.24, Synergy_HSA=4.79. (4) Drug 1: C1=CC(=CC=C1CCCC(=O)O)N(CCCl)CCCl. Drug 2: N.N.Cl[Pt+2]Cl. Cell line: SNB-19. Synergy scores: CSS=9.77, Synergy_ZIP=-7.87, Synergy_Bliss=-3.92, Synergy_Loewe=-7.98, Synergy_HSA=-6.02. (5) Drug 1: CC1CCC2CC(C(=CC=CC=CC(CC(C(=O)C(C(C(=CC(C(=O)CC(OC(=O)C3CCCCN3C(=O)C(=O)C1(O2)O)C(C)CC4CCC(C(C4)OC)O)C)C)O)OC)C)C)C)OC. Drug 2: CCC1=C2CN3C(=CC4=C(C3=O)COC(=O)C4(CC)O)C2=NC5=C1C=C(C=C5)O. Cell line: OVCAR-8. Synergy scores: CSS=24.3, Synergy_ZIP=-8.64, Synergy_Bliss=-5.79, Synergy_Loewe=-12.2, Synergy_HSA=-2.70. (6) Drug 1: CC1C(C(CC(O1)OC2CC(CC3=C2C(=C4C(=C3O)C(=O)C5=C(C4=O)C(=CC=C5)OC)O)(C(=O)C)O)N)O.Cl. Drug 2: CN(C)N=NC1=C(NC=N1)C(=O)N. Cell line: BT-549. Synergy scores: CSS=11.7, Synergy_ZIP=-5.86, Synergy_Bliss=-1.59, Synergy_Loewe=-15.2, Synergy_HSA=-2.98. (7) Cell line: SF-268. Drug 1: CC1=C(C(=CC=C1)Cl)NC(=O)C2=CN=C(S2)NC3=CC(=NC(=N3)C)N4CCN(CC4)CCO. Synergy scores: CSS=4.55, Synergy_ZIP=-2.30, Synergy_Bliss=-1.64, Synergy_Loewe=-7.39, Synergy_HSA=-2.50. Drug 2: CC1CCC2CC(C(=CC=CC=CC(CC(C(=O)C(C(C(=CC(C(=O)CC(OC(=O)C3CCCCN3C(=O)C(=O)C1(O2)O)C(C)CC4CCC(C(C4)OC)OCCO)C)C)O)OC)C)C)C)OC. (8) Drug 1: C1CC(=O)NC(=O)C1N2CC3=C(C2=O)C=CC=C3N. Drug 2: CN1C2=C(C=C(C=C2)N(CCCl)CCCl)N=C1CCCC(=O)O.Cl. Cell line: OVCAR-8. Synergy scores: CSS=3.93, Synergy_ZIP=-2.48, Synergy_Bliss=-2.11, Synergy_Loewe=-1.06, Synergy_HSA=-1.35. (9) Drug 1: CC1CCCC2(C(O2)CC(NC(=O)CC(C(C(=O)C(C1O)C)(C)C)O)C(=CC3=CSC(=N3)C)C)C. Drug 2: COCCOC1=C(C=C2C(=C1)C(=NC=N2)NC3=CC=CC(=C3)C#C)OCCOC.Cl. Cell line: COLO 205. Synergy scores: CSS=57.1, Synergy_ZIP=16.6, Synergy_Bliss=27.6, Synergy_Loewe=-26.1, Synergy_HSA=10.3.